Dataset: Reaction yield outcomes from USPTO patents with 853,638 reactions. Task: Predict the reaction yield, written as a fraction of the theoretical maximum amount of product (1.0 means a 100% yield; for example, 0.34 means a 34% yield). (1) The reactants are [C:1]([O:6][C@@H:7]([C:9]1[N:14]=[C:13](Cl)[CH:12]=[CH:11][N:10]=1)[CH3:8])(=[O:5])[CH2:2][CH2:3][CH3:4].C(N(CC)CC)C.[N:23]1([C:29]2[O:30][C:31]3[C:36]([N:37]=2)=[CH:35][CH:34]=[CH:33][N:32]=3)[CH2:28][CH2:27][NH:26][CH2:25][CH2:24]1. The catalyst is C(O)(C)C. The product is [C:1]([O:6][C@@H:7]([C:9]1[N:14]=[C:13]([N:26]2[CH2:25][CH2:24][N:23]([C:29]3[O:30][C:31]4[C:36]([N:37]=3)=[CH:35][CH:34]=[CH:33][N:32]=4)[CH2:28][CH2:27]2)[CH:12]=[CH:11][N:10]=1)[CH3:8])(=[O:5])[CH2:2][CH2:3][CH3:4]. The yield is 0.940. (2) The reactants are [CH3:1][C:2]1[N:7]=[C:6]([SH:8])[N:5]=[C:4]([OH:9])[CH:3]=1.C(N(CC)CC)C.[Br-].Br[CH2:19][C:20]1[CH:25]=[CH:24][NH+:23]=[CH:22][CH:21]=1. The catalyst is C(O)C.O. The product is [CH3:1][C:2]1[N:7]=[C:6]([S:8][CH2:19][C:20]2[CH:25]=[CH:24][N:23]=[CH:22][CH:21]=2)[N:5]=[C:4]([OH:9])[CH:3]=1. The yield is 0.260. (3) The reactants are [CH3:1][C:2]1[C:10]2[N:9]=[C:8]([C:11]3[CH:16]=[CH:15][CH:14]=[CH:13][C:12]=3[N+]([O-])=O)[N:7]([CH2:20][CH:21]([OH:26])[CH2:22][CH2:23][CH2:24][CH3:25])[C:6]=2[CH:5]=[CH:4][CH:3]=1.[H-].[Na+]. The catalyst is CN(C=O)C. The product is [CH2:22]([CH:21]1[CH2:20][N:7]2[C:8](=[N:9][C:10]3[C:2]([CH3:1])=[CH:3][CH:4]=[CH:5][C:6]=32)[C:11]2[CH:16]=[CH:15][CH:14]=[CH:13][C:12]=2[O:26]1)[CH2:23][CH2:24][CH3:25]. The yield is 0.750. (4) The reactants are [Br:1][CH:2](Br)[C:3]1[CH:8]=[CH:7][C:6]([C:9]2[N:13]=[CH:12][O:11][N:10]=2)=[CH:5][C:4]=1[F:14].C(N(C(C)C)CC)(C)C.P([O-])(OCC)OCC. The catalyst is C1COCC1. The product is [Br:1][CH2:2][C:3]1[CH:8]=[CH:7][C:6]([C:9]2[N:13]=[CH:12][O:11][N:10]=2)=[CH:5][C:4]=1[F:14]. The yield is 0.940. (5) The reactants are Cl[C:2]1[N:7]=[CH:6][N:5]=[C:4]([NH:8][CH:9]2[CH2:13][CH2:12][N:11](C(OC(C)(C)C)=O)[CH2:10]2)[CH:3]=1.[Cl:21][C:22]1[CH:23]=[C:24]([CH:26]=[CH:27][C:28]=1[F:29])[NH2:25]. The catalyst is CCOC(C)=O. The product is [Cl:21][C:22]1[CH:23]=[C:24]([NH:25][C:2]2[CH:3]=[C:4]([NH:8][CH:9]3[CH2:13][CH2:12][NH:11][CH2:10]3)[N:5]=[CH:6][N:7]=2)[CH:26]=[CH:27][C:28]=1[F:29]. The yield is 0.800. (6) The reactants are [CH3:1][O:2][C:3]1[CH:15]=[C:14]([O:16][CH3:17])[CH:13]=[CH:12][C:4]=1[CH2:5][NH:6][C:7]1[S:8][CH:9]=[CH:10][N:11]=1.[Li].Cl[S:20]([C:23]1[CH:24]=[CH:25][C:26]([C:29]([O:31]C)=[O:30])=[N:27][CH:28]=1)(=[O:22])=[O:21].[OH-].[Na+]. The catalyst is C1COCC1.O. The product is [CH3:1][O:2][C:3]1[CH:15]=[C:14]([O:16][CH3:17])[CH:13]=[CH:12][C:4]=1[CH2:5][N:6]([C:7]1[S:8][CH:9]=[CH:10][N:11]=1)[S:20]([C:23]1[CH:24]=[CH:25][C:26]([C:29]([OH:31])=[O:30])=[N:27][CH:28]=1)(=[O:21])=[O:22]. The yield is 0.250.